Dataset: Reaction yield outcomes from USPTO patents with 853,638 reactions. Task: Predict the reaction yield, written as a fraction of the theoretical maximum amount of product (1.0 means a 100% yield; for example, 0.34 means a 34% yield). (1) The yield is 0.600. The product is [CH3:29][C:24]1([CH3:30])[C:25]([CH3:28])([CH3:27])[O:26][B:22]([C:7]2[CH2:12][CH2:11][N:10]([C:13]([O:15][C:16]([CH3:19])([CH3:18])[CH3:17])=[O:14])[CH2:9][CH:8]=2)[O:23]1. The catalyst is O1CCOCC1.C1C=CC(P(C2C=CC=CC=2)[C-]2C=CC=C2)=CC=1.C1C=CC(P(C2C=CC=CC=2)[C-]2C=CC=C2)=CC=1.Cl[Pd]Cl.[Fe+2]. The reactants are FC(F)(F)S(O[C:7]1[CH2:12][CH2:11][N:10]([C:13]([O:15][C:16]([CH3:19])([CH3:18])[CH3:17])=[O:14])[CH2:9][CH:8]=1)(=O)=O.[B:22]1([B:22]2[O:26][C:25]([CH3:28])([CH3:27])[C:24]([CH3:30])([CH3:29])[O:23]2)[O:26][C:25]([CH3:28])([CH3:27])[C:24]([CH3:30])([CH3:29])[O:23]1.C([O-])(=O)C.[K+]. (2) The reactants are [CH3:1][O:2][C:3]1[C:13]([N+:14]([O-:16])=[O:15])=[CH:12][C:6]2[CH2:7][CH2:8][NH:9][CH2:10][CH2:11][C:5]=2[CH:4]=1.Cl[CH2:18][C:19]([N:21]([CH3:23])[CH3:22])=[O:20].[I-].[K+].C(=O)([O-])[O-].[Cs+].[Cs+]. The catalyst is C(#N)C. The product is [CH3:1][O:2][C:3]1[C:13]([N+:14]([O-:16])=[O:15])=[CH:12][C:6]2[CH2:7][CH2:8][N:9]([CH2:18][C:19]([N:21]([CH3:23])[CH3:22])=[O:20])[CH2:10][CH2:11][C:5]=2[CH:4]=1. The yield is 0.790. (3) The reactants are [C:12]([O:11][C:9](O[C:9]([O:11][C:12]([CH3:15])([CH3:14])[CH3:13])=[O:10])=[O:10])([CH3:15])([CH3:14])[CH3:13].Cl.[NH:17]1[CH2:22][CH2:21][CH:20]([O:23][C:24]2[CH:32]=[CH:31][CH:30]=[CH:29][C:25]=2[C:26]([OH:28])=[O:27])[CH2:19][CH2:18]1.O. The catalyst is C(Cl)Cl. The product is [C:12]([O:11][C:9]([N:17]1[CH2:18][CH2:19][CH:20]([O:23][C:24]2[CH:32]=[CH:31][CH:30]=[CH:29][C:25]=2[C:26]([OH:28])=[O:27])[CH2:21][CH2:22]1)=[O:10])([CH3:13])([CH3:14])[CH3:15]. The yield is 0.410.